From a dataset of Catalyst prediction with 721,799 reactions and 888 catalyst types from USPTO. Predict which catalyst facilitates the given reaction. (1) Reactant: [NH2:1][CH:2]1[CH2:11][C:10]2[N:9]=[CH:8][C:7]([N:12]3[C:17](=[O:18])[CH:16]=[N:15][C:14]4[N:19]=[CH:20][C:21]([O:23][CH3:24])=[CH:22][C:13]3=4)=[CH:6][C:5]=2[CH2:4][CH2:3]1.N.[O:26]1[C:35]2[CH:34]=[C:33]([CH:36]=O)[N:32]=[CH:31][C:30]=2[O:29][CH2:28][CH2:27]1.C(O[BH-](OC(=O)C)OC(=O)C)(=O)C.[Na+].C(=O)(O)[O-].[Na+]. Product: [O:26]1[C:35]2[CH:34]=[C:33]([CH2:36][NH:1][CH:2]3[CH2:11][C:10]4[N:9]=[CH:8][C:7]([N:12]5[C:17](=[O:18])[CH:16]=[N:15][C:14]6[N:19]=[CH:20][C:21]([O:23][CH3:24])=[CH:22][C:13]5=6)=[CH:6][C:5]=4[CH2:4][CH2:3]3)[N:32]=[CH:31][C:30]=2[O:29][CH2:28][CH2:27]1. The catalyst class is: 138. (2) Product: [Br:1][C:2]1[CH:3]=[CH:4][C:5]([O:8][CH:9]2[CH2:13][CH2:12][CH2:11][CH2:10]2)=[N:6][CH:7]=1. The catalyst class is: 11. Reactant: [Br:1][C:2]1[CH:3]=[CH:4][C:5](=[O:8])[NH:6][CH:7]=1.[CH:9]1(Br)[CH2:13][CH2:12][CH2:11][CH2:10]1. (3) Reactant: [H-].[Na+].[C:3](=[O:10])([O:7][CH2:8][CH3:9])OCC.[CH:11]1([CH2:14][C:15]#[N:16])[CH2:13][CH2:12]1.C(O)(=O)C. Product: [C:15]([CH:14]([CH:11]1[CH2:13][CH2:12]1)[C:3]([O:7][CH2:8][CH3:9])=[O:10])#[N:16]. The catalyst class is: 93.